From a dataset of Catalyst prediction with 721,799 reactions and 888 catalyst types from USPTO. Predict which catalyst facilitates the given reaction. (1) Reactant: [Cl:1][C:2]1[CH:51]=[C:50]([Cl:52])[CH:49]=[CH:48][C:3]=1[O:4][C:5]1[CH:46]=[CH:45][C:44]([Cl:47])=[CH:43][C:6]=1[O:7][CH2:8][C:9]1[CH2:10][S:11][C@@H:12]2[CH:32]([NH:33][C:34](=[O:41])[CH2:35][C:36]3[S:37][CH:38]=[CH:39][CH:40]=3)[C:31](=[O:42])[N:13]2[C:14]=1[C:15]([O:17][CH:18]([C:25]1[CH:30]=[CH:29][CH:28]=[CH:27][CH:26]=1)[C:19]1[CH:24]=[CH:23][CH:22]=[CH:21][CH:20]=1)=[O:16].ClC1C=C(Cl)C=CC=1[O:56]C1C=CC(Cl)=CC=1OCC1C(C(OC(C2C=CC=CC=2)C2C=CC=CC=2)=O)N2C(=O)C(NC(=O)CC3SC=CC=3)[C@H]2SC=1.ClC1C=C(C=CC=1)C(OO)=O. Product: [Cl:1][C:2]1[CH:51]=[C:50]([Cl:52])[CH:49]=[CH:48][C:3]=1[O:4][C:5]1[CH:46]=[CH:45][C:44]([Cl:47])=[CH:43][C:6]=1[O:7][CH2:8][C:9]1[CH2:10][S:11](=[O:56])[C@@H:12]2[CH:32]([NH:33][C:34](=[O:41])[CH2:35][C:36]3[S:37][CH:38]=[CH:39][CH:40]=3)[C:31](=[O:42])[N:13]2[C:14]=1[C:15]([O:17][CH:18]([C:25]1[CH:26]=[CH:27][CH:28]=[CH:29][CH:30]=1)[C:19]1[CH:24]=[CH:23][CH:22]=[CH:21][CH:20]=1)=[O:16]. The catalyst class is: 2. (2) Reactant: [CH3:1][O:2][N:3]1[CH2:33][CH2:32][C:6]2([N:10]([O:11][CH2:12][CH2:13][S:14][CH3:15])[C:9](=[O:16])[C:8]([C:17]3[C:22]([CH3:23])=[CH:21][C:20]([CH3:24])=[CH:19][C:18]=3[CH3:25])=[C:7]2[O:26][C:27](=[O:31])[O:28][CH2:29][CH3:30])[CH2:5][CH2:4]1.ClC1C=CC=C(C(OO)=[O:42])C=1.S(S([O-])=O)([O-])(=O)=O.[Na+].[Na+]. Product: [CH3:15][S:14]([CH2:13][CH2:12][O:11][N:10]1[C:6]2([CH2:5][CH2:4][N:3]([O:2][CH3:1])[CH2:33][CH2:32]2)[C:7]([O:26][C:27](=[O:31])[O:28][CH2:29][CH3:30])=[C:8]([C:17]2[C:22]([CH3:23])=[CH:21][C:20]([CH3:24])=[CH:19][C:18]=2[CH3:25])[C:9]1=[O:16])=[O:42]. The catalyst class is: 4. (3) Reactant: [CH3:1][O:2][C:3](=[O:19])/[CH:4]=[CH:5]/[C:6]1[S:7][C:8]([C:11]2[CH:16]=[CH:15][N:14]=[C:13]([S:17][CH3:18])[N:12]=2)=[CH:9][CH:10]=1.[N+:20]([CH3:23])([O-:22])=[O:21]. Product: [CH3:1][O:2][C:3](=[O:19])[CH2:4][CH:5]([C:6]1[S:7][C:8]([C:11]2[CH:16]=[CH:15][N:14]=[C:13]([S:17][CH3:18])[N:12]=2)=[CH:9][CH:10]=1)[CH2:23][N+:20]([O-:22])=[O:21]. The catalyst class is: 25. (4) Reactant: [NH2:1][C@H:2]([C:8]([OH:10])=[O:9])[CH2:3][CH2:4][CH2:5][CH2:6][NH2:7]. Product: [C:8]([OH:10])(=[O:9])[CH3:2].[NH2:1][C@H:2]([C:8]([OH:10])=[O:9])[CH2:3][CH2:4][CH2:5][CH2:6][NH2:7]. The catalyst class is: 15.